From a dataset of Forward reaction prediction with 1.9M reactions from USPTO patents (1976-2016). Predict the product of the given reaction. Given the reactants [N+:1]([C:4]1[CH:19]=[CH:18][C:7]([O:8][CH2:9][CH2:10][CH2:11][N:12]2[CH2:17][CH2:16][CH2:15][CH2:14][CH2:13]2)=[CH:6][CH:5]=1)([O-])=O.[H][H], predict the reaction product. The product is: [N:12]1([CH2:11][CH2:10][CH2:9][O:8][C:7]2[CH:6]=[CH:5][C:4]([NH2:1])=[CH:19][CH:18]=2)[CH2:13][CH2:14][CH2:15][CH2:16][CH2:17]1.